This data is from Full USPTO retrosynthesis dataset with 1.9M reactions from patents (1976-2016). The task is: Predict the reactants needed to synthesize the given product. Given the product [C:32]([NH:31][C:26]1[N:27]=[CH:28][CH:29]=[C:30]2[C:20]3[CH:19]=[CH:18][C:17]([O:1][CH2:2][C@@H:3]([NH:8][C:9](=[O:15])[O:10][C:11]([CH3:13])([CH3:12])[CH3:14])[CH2:4][CH:5]([CH3:7])[CH3:6])=[CH:22][C:21]=3[O:23][CH:24]([CH3:35])[C:25]=12)(=[O:34])[CH3:33], predict the reactants needed to synthesize it. The reactants are: [OH:1][CH2:2][C@@H:3]([NH:8][C:9](=[O:15])[O:10][C:11]([CH3:14])([CH3:13])[CH3:12])[CH2:4][CH:5]([CH3:7])[CH3:6].Cl[C:17]1[CH:18]=[CH:19][C:20]2[C:30]3[C:25](=[C:26]([NH:31][C:32](=[O:34])[CH3:33])[N:27]=[CH:28][CH:29]=3)[CH:24]([CH3:35])[O:23][C:21]=2[CH:22]=1.